From a dataset of Forward reaction prediction with 1.9M reactions from USPTO patents (1976-2016). Predict the product of the given reaction. (1) Given the reactants I[C:2]1[CH:10]=[CH:9][C:8]([N:11]2[CH:16]=[CH:15][CH:14]=[CH:13][C:12]2=[O:17])=[CH:7][C:3]=1[C:4]([OH:6])=[O:5].[OH:18][CH2:19][C:20]1[N:21]=[CH:22][NH:23][CH:24]=1.OC1C=CC=C2C=1N=CC=C2.C([O-])([O-])=O.[K+].[K+], predict the reaction product. The product is: [OH:18][CH2:19][C:20]1[N:21]=[CH:22][N:23]([C:2]2[CH:10]=[CH:9][C:8]([N:11]3[CH:16]=[CH:15][CH:14]=[CH:13][C:12]3=[O:17])=[CH:7][C:3]=2[C:4]([OH:6])=[O:5])[CH:24]=1. (2) Given the reactants C(C1C=CC(C2C=CC=C(C(N)=O)C=2)=CC=1)=O.[C:18]([C@@H:22]1[CH2:27][CH2:26][C@H:25]([NH:28][CH2:29][C:30]2[CH:35]=[CH:34][C:33]([C:36]3[CH:41]=[CH:40][CH:39]=[C:38]([C:42]([NH2:44])=[O:43])[CH:37]=3)=[C:32]([F:45])[CH:31]=2)[CH2:24][CH2:23]1)([CH3:21])([CH3:20])[CH3:19], predict the reaction product. The product is: [C:18]([C@H:22]1[CH2:23][CH2:24][C@H:25]([NH:28][CH2:29][C:30]2[CH:35]=[CH:34][C:33]([C:36]3[CH:41]=[CH:40][CH:39]=[C:38]([C:42]([NH2:44])=[O:43])[CH:37]=3)=[C:32]([F:45])[CH:31]=2)[CH2:26][CH2:27]1)([CH3:21])([CH3:19])[CH3:20]. (3) Given the reactants [C:1]([O:4][C@@H:5]([C:35]1[CH:40]=[CH:39][CH:38]=[CH:37][CH:36]=1)[C:6]([O:8][C@H:9]([C:20]1[CH:25]=[CH:24][C:23]([O:26][CH:27]([F:29])[F:28])=[C:22]([O:30]CC2CC2)[CH:21]=1)[CH2:10][C:11]1[C:16]([Cl:17])=[CH:15][N+:14]([O-:18])=[CH:13][C:12]=1[Cl:19])=[O:7])(=[O:3])[CH3:2].FC(F)(F)C(O)=O, predict the reaction product. The product is: [C:1]([O:4][C@@H:5]([C:35]1[CH:40]=[CH:39][CH:38]=[CH:37][CH:36]=1)[C:6]([O:8][C@H:9]([C:20]1[CH:25]=[CH:24][C:23]([O:26][CH:27]([F:29])[F:28])=[C:22]([OH:30])[CH:21]=1)[CH2:10][C:11]1[C:12]([Cl:19])=[CH:13][N+:14]([O-:18])=[CH:15][C:16]=1[Cl:17])=[O:7])(=[O:3])[CH3:2]. (4) Given the reactants Cl.Cl.C[O:4][C:5]1C=[CH:9][C:8](N2CCNCC2)=[CH:7][CH:6]=1.C(Cl)(=O)CC(C)C.[CH2:24]([O:31][C:32]1[CH:37]=[CH:36][C:35]([N:38]2[CH2:43][CH2:42][NH:41][CH2:40][CH2:39]2)=[CH:34][C:33]=1[F:44])[C:25]1[CH:30]=[CH:29][CH:28]=[CH:27][CH:26]=1.C(Cl)(=O)CCCC, predict the reaction product. The product is: [CH2:24]([O:31][C:32]1[CH:37]=[CH:36][C:35]([N:38]2[CH2:43][CH2:42][N:41]([C:5](=[O:4])[CH2:6][CH2:7][CH2:8][CH3:9])[CH2:40][CH2:39]2)=[CH:34][C:33]=1[F:44])[C:25]1[CH:26]=[CH:27][CH:28]=[CH:29][CH:30]=1. (5) Given the reactants [CH3:1][N:2]([C:4]1[CH:5]=[CH:6][C:7]2[N:20]=[C:19]3[C:11](=[CH:12][C:13]([CH:17]=[CH:18]3)=[N+](C)C)[S:10][C:8]=2[CH:9]=1)[CH3:3].CC[O:23]C(C)=O.CO, predict the reaction product. The product is: [CH3:1][N:2]([CH3:3])[C:4]1[CH:9]=[C:8]2[C:7](=[CH:6][CH:5]=1)[N:20]=[C:19]1[C:11](=[CH:12][C:13](=[O:23])[CH:17]=[CH:18]1)[S:10]2. (6) Given the reactants [C:1]([O:5][C:6]([N:8]([CH3:10])[NH2:9])=[O:7])([CH3:4])([CH3:3])[CH3:2].[Cl:11][C:12]1[C:17]([Cl:18])=[CH:16][CH:15]=[CH:14][C:13]=1B(O)O.C(N(CC)CC)C, predict the reaction product. The product is: [C:1]([O:5][C:6]([N:8]([CH3:10])[NH:9][C:16]1[CH:15]=[CH:14][CH:13]=[C:12]([Cl:11])[C:17]=1[Cl:18])=[O:7])([CH3:4])([CH3:3])[CH3:2]. (7) Given the reactants [NH:1]1[C:5]2[CH:6]=[CH:7][C:8]([NH:10][C:11](=[O:18])OCC(Cl)(Cl)Cl)=[CH:9][C:4]=2[N:3]=[CH:2]1.[C:19]1([C:25]2[N:29]=[C:28]([N:30]3[CH2:35][CH2:34][NH:33][CH2:32][CH2:31]3)[S:27][N:26]=2)[CH:24]=[CH:23][CH:22]=[CH:21][CH:20]=1.C(N(C(C)C)CC)(C)C.O, predict the reaction product. The product is: [NH:1]1[C:5]2[CH:6]=[CH:7][C:8]([NH:10][C:11]([N:33]3[CH2:34][CH2:35][N:30]([C:28]4[S:27][N:26]=[C:25]([C:19]5[CH:24]=[CH:23][CH:22]=[CH:21][CH:20]=5)[N:29]=4)[CH2:31][CH2:32]3)=[O:18])=[CH:9][C:4]=2[N:3]=[CH:2]1. (8) Given the reactants Cl[C:2]1[C:11]2[C:6](=[CH:7][CH:8]=[CH:9][CH:10]=2)[CH:5]=[C:4]([NH:12][C:13]2[CH:17]=[CH:16][NH:15][N:14]=2)[N:3]=1.[N:18]1[CH:23]=[CH:22][CH:21]=[C:20](B(O)O)[CH:19]=1, predict the reaction product. The product is: [NH:15]1[CH:16]=[CH:17][C:13]([NH:12][C:4]2[N:3]=[C:2]([C:20]3[CH:19]=[N:18][CH:23]=[CH:22][CH:21]=3)[C:11]3[C:6]([CH:5]=2)=[CH:7][CH:8]=[CH:9][CH:10]=3)=[N:14]1. (9) Given the reactants [CH3:1][O:2][C:3]([C:5]1[CH:16]=[CH:15][C:8]2[CH:9]([NH2:14])[CH2:10][CH2:11][CH2:12][S:13][C:7]=2[CH:6]=1)=[O:4].[CH2:17]([O:24][C:25](Cl)=[O:26])[C:18]1[CH:23]=[CH:22][CH:21]=[CH:20][CH:19]=1, predict the reaction product. The product is: [CH3:1][O:2][C:3]([C:5]1[CH:16]=[CH:15][C:8]2[CH:9]([NH:14][C:25]([O:24][CH2:17][C:18]3[CH:23]=[CH:22][CH:21]=[CH:20][CH:19]=3)=[O:26])[CH2:10][CH2:11][CH2:12][S:13][C:7]=2[CH:6]=1)=[O:4].